This data is from Full USPTO retrosynthesis dataset with 1.9M reactions from patents (1976-2016). The task is: Predict the reactants needed to synthesize the given product. (1) Given the product [Br:20][C:16]1[CH:17]=[CH:18][CH:19]=[C:14]([F:13])[C:15]=1[CH:21]=[O:23], predict the reactants needed to synthesize it. The reactants are: C(NC(C)C)(C)C.C([Li])CCC.[F:13][C:14]1[CH:15]=[C:16]([Br:20])[CH:17]=[CH:18][CH:19]=1.[C:21](O)(=[O:23])C. (2) Given the product [N+:1]([C:4]1[CH:11]=[C:10]([C:12](=[O:15])[CH2:13][CH3:14])[CH:9]=[CH:8][C:5]=1[C:6]([OH:22])=[O:16])([O-:3])=[O:2], predict the reactants needed to synthesize it. The reactants are: [N+:1]([C:4]1[CH:11]=[C:10]([C:12](=[O:15])[CH2:13][CH3:14])[CH:9]=[CH:8][C:5]=1[C:6]#N)([O-:3])=[O:2].[OH2:16].S(=O)(=O)(O)O.[OH-:22].[Na+]. (3) Given the product [CH3:10][CH:9]([CH3:11])[C:8]#[C:7][C:5]1[S:4][C:3]([C:12]([O:14][CH3:15])=[O:13])=[C:2]([NH:28][CH:25]2[CH2:26][CH2:27][O:22][CH2:23][CH2:24]2)[CH:6]=1, predict the reactants needed to synthesize it. The reactants are: Br[C:2]1[CH:6]=[C:5]([C:7]#[C:8][CH:9]([CH3:11])[CH3:10])[S:4][C:3]=1[C:12]([O:14][CH3:15])=[O:13].C([O-])([O-])=O.[Cs+].[Cs+].[O:22]1[CH2:27][CH2:26][CH:25]([NH2:28])[CH2:24][CH2:23]1. (4) Given the product [NH2:30][C:31]1[N:36]=[C:35]([C:37]2[C:38]([Cl:50])=[CH:39][C:40]3[CH2:41][O:42][CH2:43][C:44]4[C:49]=3[C:48]=2[CH:47]=[CH:46][CH:45]=4)[N:34]=[C:33]([S:51][CH2:52][CH:53]([CH3:57])[C:54]([NH2:1])=[O:56])[N:32]=1, predict the reactants needed to synthesize it. The reactants are: [NH2:1]C1N=C(C2C(Cl)=CC3COCC4C=3C=2C=CC=4)N=C(SCCC(O)=O)N=1.[Cl-].[NH4+].[NH2:30][C:31]1[N:36]=[C:35]([C:37]2[C:38]([Cl:50])=[CH:39][C:40]3[CH2:41][O:42][CH2:43][C:44]4[C:49]=3[C:48]=2[CH:47]=[CH:46][CH:45]=4)[N:34]=[C:33]([S:51][CH2:52][CH:53]([CH3:57])[C:54]([OH:56])=O)[N:32]=1. (5) Given the product [C:12]([O:15][C:16](=[O:17])[CH:8]([C:9]#[N:10])[C:5]1[CH:6]=[CH:7][C:2]([F:1])=[CH:3][CH:4]=1)([CH3:14])([CH3:13])[CH3:11], predict the reactants needed to synthesize it. The reactants are: [F:1][C:2]1[CH:7]=[CH:6][C:5]([CH2:8][C:9]#[N:10])=[CH:4][CH:3]=1.[CH3:11][C:12]([O:15][C:16](O[C:16]([O:15][C:12]([CH3:14])([CH3:13])[CH3:11])=[O:17])=[O:17])([CH3:14])[CH3:13].[Li+].CC([N-]C(C)C)C. (6) Given the product [CH3:10][O:9][C:4]1[CH:3]=[CH:2][CH:7]=[CH:6][C:5]=1[O:8][CH:33]1[CH2:32][CH2:31][CH2:30][CH2:29][O:28]1, predict the reactants needed to synthesize it. The reactants are: Br[C:2]1[CH:7]=[CH:6][C:5]([OH:8])=[C:4]([O:9][CH3:10])[CH:3]=1.C1(C)C=CC(S([O-])(=O)=O)=CC=1.[NH+]1C=CC=CC=1.[O:28]1[CH:33]=[CH:32][CH2:31][CH2:30][CH2:29]1. (7) Given the product [N+:1]([C:4]1[CH:5]=[C:6]2[C:10](=[CH:11][CH:12]=1)[N:9]([C:20](=[O:22])[CH3:21])[N:8]=[CH:7]2)([O-:3])=[O:2], predict the reactants needed to synthesize it. The reactants are: [N+:1]([C:4]1[CH:5]=[C:6]2[C:10](=[CH:11][CH:12]=1)[NH:9][N:8]=[CH:7]2)([O-:3])=[O:2].C(N(CC)CC)C.[C:20](OC(=O)C)(=[O:22])[CH3:21].CCOC(C)=O. (8) Given the product [Cl:1][C:2]1[CH:3]=[CH:4][C:5]([S:8]([N:11]([CH2:31][C:21]2[CH:22]=[CH:23][C:24]([C:25]([NH2:27])=[O:26])=[CH:28][CH:29]=2)[C@@H:12]2[CH2:18][CH2:17][CH2:16][CH2:15][NH:14][C:13]2=[O:19])(=[O:10])=[O:9])=[CH:6][CH:7]=1, predict the reactants needed to synthesize it. The reactants are: [Cl:1][C:2]1[CH:7]=[CH:6][C:5]([S:8]([NH:11][C@@H:12]2[CH2:18][CH2:17][CH2:16][CH2:15][NH:14][C:13]2=[O:19])(=[O:10])=[O:9])=[CH:4][CH:3]=1.Br[C:21]1[CH:29]=[CH:28][C:24]([C:25]([NH2:27])=[O:26])=[C:23](C)[CH:22]=1.[C:31]([O-])([O-])=O.[K+].[K+]. (9) Given the product [C:17]([O:16][C:14]([NH:13][CH2:12][C:5]1([C:3]([OH:4])=[O:2])[C:7]2([CH2:11][CH2:10][CH2:9][CH2:8]2)[CH2:6]1)=[O:15])([CH3:20])([CH3:18])[CH3:19], predict the reactants needed to synthesize it. The reactants are: C[O:2][C:3]([C:5]1([CH2:12][NH:13][C:14]([O:16][C:17]([CH3:20])([CH3:19])[CH3:18])=[O:15])[C:7]2([CH2:11][CH2:10][CH2:9][CH2:8]2)[CH2:6]1)=[O:4].O[Li].O.O. (10) Given the product [CH2:1]([O:3][C:4](=[O:16])[C:5]([S:8][C:9]1[CH:10]=[CH:11][C:12]([O:15][CH2:18][CH2:19][N:20]2[C:25](=[O:26])[C:24]3[N:27]([CH3:33])[N:28]=[C:29]([CH2:30][CH2:31][CH3:32])[C:23]=3[N:22]=[C:21]2[CH2:34][CH3:35])=[CH:13][CH:14]=1)([CH3:7])[CH3:6])[CH3:2], predict the reactants needed to synthesize it. The reactants are: [CH2:1]([O:3][C:4](=[O:16])[C:5]([S:8][C:9]1[CH:14]=[CH:13][C:12]([OH:15])=[CH:11][CH:10]=1)([CH3:7])[CH3:6])[CH3:2].Cl[CH2:18][CH2:19][N:20]1[C:25](=[O:26])[C:24]2[N:27]([CH3:33])[N:28]=[C:29]([CH2:30][CH2:31][CH3:32])[C:23]=2[N:22]=[C:21]1[CH2:34][CH3:35].C(=O)([O-])[O-].[K+].[K+].